Dataset: Full USPTO retrosynthesis dataset with 1.9M reactions from patents (1976-2016). Task: Predict the reactants needed to synthesize the given product. (1) Given the product [CH:8]([CH:4]1[O:3][C:2]([NH:1][CH:12]2[CH2:17][C:16]([CH3:19])([CH3:18])[NH:15][C:14]([CH3:21])([CH3:20])[CH2:13]2)=[N:6][C:5]1=[O:7])([CH3:10])[CH3:9], predict the reactants needed to synthesize it. The reactants are: [NH2:1][C:2]1[O:3][CH:4]([CH:8]([CH3:10])[CH3:9])[C:5](=[O:7])[N:6]=1.N[CH:12]1[CH2:17][C:16]([CH3:19])([CH3:18])[NH:15][C:14]([CH3:21])([CH3:20])[CH2:13]1. (2) The reactants are: [CH3:1][C:2]([CH3:9])=[CH:3][CH2:4][CH2:5][C:6](=[O:8])[CH3:7].[C:10]([Mg]Br)([CH3:12])=[CH2:11].[Cl-].[NH4+]. Given the product [CH3:7][C:6]([OH:8])([CH2:5][CH2:4][CH:3]=[C:2]([CH3:9])[CH3:1])[C:11]#[C:10][CH3:12], predict the reactants needed to synthesize it. (3) Given the product [CH2:27]([N:24]1[CH2:25][CH2:26][N:21]([S:18]([C:15]2[CH:14]=[CH:13][C:12]([C:10]3[NH:11][C:7]4[C:6](=[O:35])[N:5]([CH3:36])[C:4](=[O:38])[N:3]([CH3:1])[C:8]=4[CH:9]=3)=[CH:17][CH:16]=2)(=[O:20])=[O:19])[CH2:22][CH2:23]1)[C:45]1[CH:44]=[CH:9][CH:8]=[CH:7][CH:6]=1, predict the reactants needed to synthesize it. The reactants are: [CH2:1]([N:3]1[C:8]2[CH:9]=[C:10]([C:12]3[CH:17]=[CH:16][C:15]([S:18]([N:21]4[CH2:26][CH2:25][N:24]([CH2:27]CC5C=CC=CC=5)[CH2:23][CH2:22]4)(=[O:20])=[O:19])=[CH:14][CH:13]=3)[NH:11][C:7]=2[C:6](=[O:35])[N:5]([CH2:36]C)[C:4]1=[O:38])C.C(N([CH2:44][CH3:45])CC)C. (4) The reactants are: [C:1]1([N:7]2[C:11](=[O:12])[CH:10]([C:13](=O)[CH2:14][C:15](=O)[CH3:16])[C:9]([CH3:19])=[N:8]2)[CH:6]=[CH:5][CH:4]=[CH:3][CH:2]=1.Cl.[CH2:21]([NH:28][NH2:29])[C:22]1[CH:27]=[CH:26][CH:25]=[CH:24][CH:23]=1. Given the product [CH2:21]([N:28]1[C:13]([C:10]2[C:9]([CH3:19])=[N:8][N:7]([C:1]3[CH:6]=[CH:5][CH:4]=[CH:3][CH:2]=3)[C:11]=2[OH:12])=[CH:14][C:15]([CH3:16])=[N:29]1)[C:22]1[CH:27]=[CH:26][CH:25]=[CH:24][CH:23]=1, predict the reactants needed to synthesize it.